Dataset: Full USPTO retrosynthesis dataset with 1.9M reactions from patents (1976-2016). Task: Predict the reactants needed to synthesize the given product. (1) Given the product [Cl:23][C:14]1[C:15]([C:19]([F:22])([F:21])[F:20])=[CH:16][CH:17]=[CH:18][C:13]=1[C:11]([N:9]1[CH2:8][CH2:7][N:6]2[C:2]([C:28]3[CH:27]=[CH:26][C:25]([F:24])=[CH:30][N:29]=3)=[CH:3][N:4]=[C:5]2[CH2:10]1)=[O:12], predict the reactants needed to synthesize it. The reactants are: Br[C:2]1[N:6]2[CH2:7][CH2:8][N:9]([C:11]([C:13]3[CH:18]=[CH:17][CH:16]=[C:15]([C:19]([F:22])([F:21])[F:20])[C:14]=3[Cl:23])=[O:12])[CH2:10][C:5]2=[N:4][CH:3]=1.[F:24][C:25]1[CH:26]=[CH:27][C:28](B2OC(C)(C)C(C)(C)O2)=[N:29][CH:30]=1.C(=O)([O-])[O-].[Cs+].[Cs+]. (2) Given the product [CH3:22][C@H:11]1[C@H:10]([CH3:23])[C@@H:9]([NH:8][C:2]2[CH:7]=[CH:6][CH:5]=[CH:4][CH:3]=2)[C:18]2[C:13](=[CH:14][CH:15]=[CH:16][N:17]=2)[N:12]1[C:19](=[O:21])[CH3:20], predict the reactants needed to synthesize it. The reactants are: Br[C:2]1[CH:7]=[CH:6][CH:5]=[CH:4][CH:3]=1.[NH2:8][C@H:9]1[C:18]2[C:13](=[CH:14][CH:15]=[CH:16][N:17]=2)[N:12]([C:19](=[O:21])[CH3:20])[C@@H:11]([CH3:22])[C@@H:10]1[CH3:23].CC(C1C=C(C(C)C)C(C2C(P(C3CCCCC3)C3CCCCC3)=C(OC)C=CC=2OC)=C(C(C)C)C=1)C.CC(C)([O-])C.[Na+].